The task is: Regression. Given two drug SMILES strings and cell line genomic features, predict the synergy score measuring deviation from expected non-interaction effect.. This data is from NCI-60 drug combinations with 297,098 pairs across 59 cell lines. (1) Drug 1: CCN(CC)CCNC(=O)C1=C(NC(=C1C)C=C2C3=C(C=CC(=C3)F)NC2=O)C. Drug 2: CCC1(C2=C(COC1=O)C(=O)N3CC4=CC5=C(C=CC(=C5CN(C)C)O)N=C4C3=C2)O.Cl. Cell line: SW-620. Synergy scores: CSS=32.5, Synergy_ZIP=-0.353, Synergy_Bliss=0.401, Synergy_Loewe=-3.54, Synergy_HSA=3.96. (2) Drug 1: C1=CC(=CC=C1CC(C(=O)O)N)N(CCCl)CCCl.Cl. Drug 2: CC1C(C(CC(O1)OC2CC(CC3=C2C(=C4C(=C3O)C(=O)C5=CC=CC=C5C4=O)O)(C(=O)C)O)N)O. Cell line: KM12. Synergy scores: CSS=33.6, Synergy_ZIP=0.781, Synergy_Bliss=0.997, Synergy_Loewe=-1.07, Synergy_HSA=2.67. (3) Drug 1: CCC1=CC2CC(C3=C(CN(C2)C1)C4=CC=CC=C4N3)(C5=C(C=C6C(=C5)C78CCN9C7C(C=CC9)(C(C(C8N6C)(C(=O)OC)O)OC(=O)C)CC)OC)C(=O)OC.C(C(C(=O)O)O)(C(=O)O)O. Drug 2: CN(C(=O)NC(C=O)C(C(C(CO)O)O)O)N=O. Cell line: COLO 205. Synergy scores: CSS=33.8, Synergy_ZIP=-2.23, Synergy_Bliss=-8.57, Synergy_Loewe=-34.5, Synergy_HSA=-6.70. (4) Synergy scores: CSS=6.71, Synergy_ZIP=-0.768, Synergy_Bliss=2.21, Synergy_Loewe=-1.55, Synergy_HSA=-0.0926. Cell line: SNB-19. Drug 1: COC1=C(C=C2C(=C1)N=CN=C2NC3=CC(=C(C=C3)F)Cl)OCCCN4CCOCC4. Drug 2: N.N.Cl[Pt+2]Cl. (5) Drug 1: CN(C)N=NC1=C(NC=N1)C(=O)N. Drug 2: CC1CCC2CC(C(=CC=CC=CC(CC(C(=O)C(C(C(=CC(C(=O)CC(OC(=O)C3CCCCN3C(=O)C(=O)C1(O2)O)C(C)CC4CCC(C(C4)OC)O)C)C)O)OC)C)C)C)OC. Cell line: MDA-MB-231. Synergy scores: CSS=9.92, Synergy_ZIP=-8.47, Synergy_Bliss=-8.93, Synergy_Loewe=-30.0, Synergy_HSA=-11.4. (6) Drug 1: C1=CC=C(C(=C1)C(C2=CC=C(C=C2)Cl)C(Cl)Cl)Cl. Drug 2: CC1CCCC2(C(O2)CC(NC(=O)CC(C(C(=O)C(C1O)C)(C)C)O)C(=CC3=CSC(=N3)C)C)C. Cell line: RPMI-8226. Synergy scores: CSS=57.4, Synergy_ZIP=2.74, Synergy_Bliss=1.92, Synergy_Loewe=-30.7, Synergy_HSA=0.00444. (7) Drug 2: CC1=C(N=C(N=C1N)C(CC(=O)N)NCC(C(=O)N)N)C(=O)NC(C(C2=CN=CN2)OC3C(C(C(C(O3)CO)O)O)OC4C(C(C(C(O4)CO)O)OC(=O)N)O)C(=O)NC(C)C(C(C)C(=O)NC(C(C)O)C(=O)NCCC5=NC(=CS5)C6=NC(=CS6)C(=O)NCCC[S+](C)C)O. Drug 1: C1=CN(C=N1)CC(O)(P(=O)(O)O)P(=O)(O)O. Synergy scores: CSS=15.0, Synergy_ZIP=-5.80, Synergy_Bliss=-1.74, Synergy_Loewe=-4.87, Synergy_HSA=-0.742. Cell line: A498. (8) Synergy scores: CSS=19.9, Synergy_ZIP=-1.94, Synergy_Bliss=3.38, Synergy_Loewe=1.62, Synergy_HSA=4.48. Drug 2: C1CN(CCN1C(=O)CCBr)C(=O)CCBr. Drug 1: CC(CN1CC(=O)NC(=O)C1)N2CC(=O)NC(=O)C2. Cell line: MDA-MB-231.